This data is from Peptide-MHC class I binding affinity with 185,985 pairs from IEDB/IMGT. The task is: Regression. Given a peptide amino acid sequence and an MHC pseudo amino acid sequence, predict their binding affinity value. This is MHC class I binding data. The peptide sequence is FSNCRTLL. The MHC is Mamu-A02 with pseudo-sequence Mamu-A02. The binding affinity (normalized) is 0.329.